From a dataset of Full USPTO retrosynthesis dataset with 1.9M reactions from patents (1976-2016). Predict the reactants needed to synthesize the given product. (1) Given the product [ClH:1].[CH3:30][N:34]([CH3:33])[CH2:3][C@H:4]([C:6]1[CH:11]=[CH:10][C:9]([C:12]2[C:13]3[C:14]4[CH:28]=[CH:27][S:26][C:15]=4[C:16](=[O:25])[NH:17][C:18]=3[C:19]([CH3:24])=[CH:20][C:21]=2[O:22][CH3:23])=[CH:8][C:7]=1[F:29])[CH3:5], predict the reactants needed to synthesize it. The reactants are: [ClH:1].N[CH2:3][C@H:4]([C:6]1[CH:11]=[CH:10][C:9]([C:12]2[C:13]3[C:14]4[CH:28]=[CH:27][S:26][C:15]=4[C:16](=[O:25])[NH:17][C:18]=3[C:19]([CH3:24])=[CH:20][C:21]=2[O:22][CH3:23])=[CH:8][C:7]=1[F:29])[CH3:5].[CH2:30]=O.[BH3-][C:33]#[N:34].[Na+]. (2) Given the product [Cl:22][CH2:21][CH2:20][CH2:19][O:17][C:14]1[CH:15]=[CH:16][C:11]([N:3]2[C:4]3[C:9](=[CH:8][CH:7]=[CH:6][CH:5]=3)[CH:10]=[C:2]2[CH3:1])=[CH:12][CH:13]=1, predict the reactants needed to synthesize it. The reactants are: [CH3:1][C:2]1[N:3]([C:11]2[CH:16]=[CH:15][C:14]([OH:17])=[CH:13][CH:12]=2)[C:4]2[C:9]([CH:10]=1)=[CH:8][CH:7]=[CH:6][CH:5]=2.Br[CH2:19][CH2:20][CH2:21][Cl:22].C(=O)([O-])[O-].[K+].[K+].